Dataset: Forward reaction prediction with 1.9M reactions from USPTO patents (1976-2016). Task: Predict the product of the given reaction. (1) Given the reactants CO.Cl.[OH:4][CH2:5][C:6]1[N:10]([CH2:11][CH2:12][CH:13]([CH3:15])[CH3:14])[C:9]2[CH:16]=[CH:17][C:18]([C:20]#[N:21])=[CH:19][C:8]=2[N:7]=1, predict the reaction product. The product is: [NH2:21][CH2:20][C:18]1[CH:17]=[CH:16][C:9]2[N:10]([CH2:11][CH2:12][CH:13]([CH3:14])[CH3:15])[C:6]([CH2:5][OH:4])=[N:7][C:8]=2[CH:19]=1. (2) Given the reactants [Br:1][C:2]1[CH:3]=[C:4]([NH:8][C:9]2[N:14]=[CH:13][N:12]=[C:11]([NH:15][C:16]3[CH:17]=[C:18]([NH2:22])[CH:19]=[CH:20][CH:21]=3)[CH:10]=2)[CH:5]=[CH:6][CH:7]=1.C(N(CC)CC)C.[C:30](Cl)(=[O:33])[CH:31]=[CH2:32], predict the reaction product. The product is: [Br:1][C:2]1[CH:3]=[C:4]([NH:8][C:9]2[N:14]=[CH:13][N:12]=[C:11]([NH:15][C:16]3[CH:17]=[C:18]([NH:22][C:30](=[O:33])[CH:31]=[CH2:32])[CH:19]=[CH:20][CH:21]=3)[CH:10]=2)[CH:5]=[CH:6][CH:7]=1. (3) The product is: [CH2:1]([N:8]1[CH2:12][CH2:11][CH:10]([C:14]2[CH:15]=[C:16]3[C:20](=[CH:21][CH:22]=2)[NH:19][CH:18]=[CH:17]3)[CH2:9]1)[C:2]1[CH:7]=[CH:6][CH:5]=[CH:4][CH:3]=1. Given the reactants [CH2:1]([N:8]1[C:12](=O)[CH2:11][CH:10]([C:14]2[CH:15]=[C:16]3[C:20](=[CH:21][CH:22]=2)[NH:19][CH:18]=[CH:17]3)[C:9]1=O)[C:2]1[CH:7]=[CH:6][CH:5]=[CH:4][CH:3]=1.[H-].[Al+3].[Li+].[H-].[H-].[H-], predict the reaction product. (4) Given the reactants [CH2:1]([O:8][C:9]1[CH:14]=[CH:13][C:12]([C:15](=[O:22])[C:16]#[C:17][C:18](O)([CH3:20])[CH3:19])=[CH:11][CH:10]=1)[C:2]1[CH:7]=[CH:6][CH:5]=[CH:4][CH:3]=1.N(CC)CC.CC[OH:30], predict the reaction product. The product is: [CH2:1]([O:8][C:9]1[CH:10]=[CH:11][C:12]([C:15]2[O:22][C:18]([CH3:19])([CH3:20])[C:17](=[O:30])[CH:16]=2)=[CH:13][CH:14]=1)[C:2]1[CH:3]=[CH:4][CH:5]=[CH:6][CH:7]=1. (5) Given the reactants [Cl:1][C:2]1[CH:18]=[CH:17][C:5]([CH2:6][O:7][CH2:8][C:9]2[O:13][N:12]=[C:11]([C:14]([OH:16])=O)[CH:10]=2)=[CH:4][CH:3]=1.C(N(CC)CC)C.Cl.C(N=C=NCCCN(C)C)C.ON1C2C=CC=CC=2N=N1.[O:48]1[CH2:53][CH2:52][CH:51]([CH2:54][NH2:55])[CH2:50][CH2:49]1, predict the reaction product. The product is: [O:48]1[CH2:53][CH2:52][CH:51]([CH2:54][NH:55][C:14]([C:11]2[CH:10]=[C:9]([CH2:8][O:7][CH2:6][C:5]3[CH:4]=[CH:3][C:2]([Cl:1])=[CH:18][CH:17]=3)[O:13][N:12]=2)=[O:16])[CH2:50][CH2:49]1.